Dataset: Full USPTO retrosynthesis dataset with 1.9M reactions from patents (1976-2016). Task: Predict the reactants needed to synthesize the given product. (1) Given the product [CH:33]1([NH:39][CH2:40][CH2:41][CH2:42][NH:43][C:19](=[O:20])[C:18]2[CH:22]=[CH:23][C:15]([N:3]3[C:2](=[O:1])[C:6]4[N:7]=[N:8][C:9]5[CH:10]=[CH:11][CH:12]=[CH:13][C:14]=5[C:5]=4[NH:4]3)=[CH:16][CH:17]=2)[CH2:38][CH2:37][CH2:36][CH2:35][CH2:34]1, predict the reactants needed to synthesize it. The reactants are: [O:1]=[C:2]1[C:6]2[N:7]=[N:8][C:9]3[CH:10]=[CH:11][CH:12]=[CH:13][C:14]=3[C:5]=2[NH:4][N:3]1[C:15]1[CH:23]=[CH:22][C:18]([C:19](Cl)=[O:20])=[CH:17][CH:16]=1.C(N(C(C)C)CC)(C)C.[CH:33]1([NH:39][CH2:40][CH2:41][CH2:42][NH2:43])[CH2:38][CH2:37][CH2:36][CH2:35][CH2:34]1.O. (2) Given the product [F:11][C:12]([F:25])([F:26])[C:13]1[CH:14]=[C:15]([CH:18]=[C:19]([C:21]([F:24])([F:22])[F:23])[CH:20]=1)[CH2:16][NH:17][CH2:4][C:3]1[CH:6]=[C:7]([F:10])[CH:8]=[CH:9][C:2]=1[Br:1], predict the reactants needed to synthesize it. The reactants are: [Br:1][C:2]1[CH:9]=[CH:8][C:7]([F:10])=[CH:6][C:3]=1[CH2:4]Br.[F:11][C:12]([F:26])([F:25])[C:13]1[CH:14]=[C:15]([CH:18]=[C:19]([C:21]([F:24])([F:23])[F:22])[CH:20]=1)[CH2:16][NH2:17].C(N(CC)CC)C. (3) Given the product [OH:6][CH:7]1[CH2:8][CH2:9][C:10]2([C:14](=[O:15])[N:13]([C:16]3[CH:21]=[CH:20][C:19]([N:22]4[CH2:23][CH2:24][CH:25]([N:28]5[CH2:32][CH2:31][CH2:30][C@@H:29]5[CH3:33])[CH2:26][CH2:27]4)=[CH:18][C:17]=3[CH3:34])[CH2:12][CH2:11]2)[CH2:35][CH2:36]1, predict the reactants needed to synthesize it. The reactants are: C([Si](C1C=CC=CC=1)(C1C=CC=CC=1)[O:6][CH:7]1[CH2:36][CH2:35][C:10]2([C:14](=[O:15])[N:13]([C:16]3[CH:21]=[CH:20][C:19]([N:22]4[CH2:27][CH2:26][CH:25]([N:28]5[CH2:32][CH2:31][CH2:30][C@@H:29]5[CH3:33])[CH2:24][CH2:23]4)=[CH:18][C:17]=3[CH3:34])[CH2:12][CH2:11]2)[CH2:9][CH2:8]1)(C)(C)C.[F-].C([N+](CCCC)(CCCC)CCCC)CCC.O. (4) Given the product [CH2:19]([N:12]1[C:13]2[CH:14]=[C:2]([Br:1])[CH:3]=[C:4]3[CH2:17][CH2:16][C:7]4[C:6]([C:5]=23)=[C:11]1[CH:10]=[C:9]([Br:15])[CH:8]=4)[CH2:20][CH2:21][CH2:22][CH2:23][CH2:24][CH2:25][CH3:26], predict the reactants needed to synthesize it. The reactants are: [Br:1][C:2]1[CH:3]=[C:4]2[CH2:17][CH2:16][C:7]3=[CH:8][C:9]([Br:15])=[CH:10][C:11]4[NH:12][C:13]([CH:14]=1)=[C:5]2[C:6]=43.Br[CH2:19][CH2:20][CH2:21][CH2:22][CH2:23][CH2:24][CH2:25][CH3:26].[OH-].[Na+]. (5) The reactants are: [F:1][C:2]([F:23])([F:22])[C:3]1[CH:4]=[C:5]([NH:9][C:10]2[O:14][C:13]([C:15]3[CH:20]=[CH:19][C:18]([OH:21])=[CH:17][CH:16]=3)=[N:12][N:11]=2)[CH:6]=[CH:7][CH:8]=1.Br[C:25]1[CH:26]=[N:27][CH:28]=[N:29][CH:30]=1.C([O-])([O-])=O.[K+].[K+]. Given the product [N:27]1[CH:26]=[C:25]([O:21][C:18]2[CH:19]=[CH:20][C:15]([C:13]3[O:14][C:10]([NH:9][C:5]4[CH:6]=[CH:7][CH:8]=[C:3]([C:2]([F:22])([F:1])[F:23])[CH:4]=4)=[N:11][N:12]=3)=[CH:16][CH:17]=2)[CH:30]=[N:29][CH:28]=1, predict the reactants needed to synthesize it. (6) The reactants are: [C:1]([NH2:11])(=[O:10])[CH:2]([C:4]1[CH:9]=[CH:8][CH:7]=[CH:6][CH:5]=1)[OH:3].[OH-].[Na+].[C:14]1([CH3:24])[CH:19]=[CH:18][C:17]([S:20](Cl)(=[O:22])=[O:21])=[CH:16][CH:15]=1.Cl[CH2:26]Cl. Given the product [CH3:26][NH:11][C:1]([C@@H:2]([O:3][S:20]([C:17]1[CH:18]=[CH:19][C:14]([CH3:24])=[CH:15][CH:16]=1)(=[O:22])=[O:21])[C:4]1[CH:9]=[CH:8][CH:7]=[CH:6][CH:5]=1)=[O:10], predict the reactants needed to synthesize it.